Dataset: Catalyst prediction with 721,799 reactions and 888 catalyst types from USPTO. Task: Predict which catalyst facilitates the given reaction. Reactant: [NH2:1][C:2]1[CH:12]=[CH:11][C:10]([Br:13])=[C:4]2[C:5]([NH:7][C:8](=[O:9])[C:3]=12)=[O:6].[H-].C([Al+]CC(C)C)C(C)C.O. Product: [NH2:1][C:2]1[CH:12]=[CH:11][C:10]([Br:13])=[C:4]2[C:3]=1[C:8](=[O:9])[NH:7][CH:5]2[OH:6]. The catalyst class is: 1.